From a dataset of NCI-60 drug combinations with 297,098 pairs across 59 cell lines. Regression. Given two drug SMILES strings and cell line genomic features, predict the synergy score measuring deviation from expected non-interaction effect. (1) Drug 1: CC1C(C(CC(O1)OC2CC(OC(C2O)C)OC3=CC4=CC5=C(C(=O)C(C(C5)C(C(=O)C(C(C)O)O)OC)OC6CC(C(C(O6)C)O)OC7CC(C(C(O7)C)O)OC8CC(C(C(O8)C)O)(C)O)C(=C4C(=C3C)O)O)O)O. Drug 2: CC1CCCC2(C(O2)CC(NC(=O)CC(C(C(=O)C(C1O)C)(C)C)O)C(=CC3=CSC(=N3)C)C)C. Cell line: UACC62. Synergy scores: CSS=79.4, Synergy_ZIP=4.51, Synergy_Bliss=4.25, Synergy_Loewe=3.76, Synergy_HSA=4.86. (2) Drug 1: C1=CC(=CC=C1C#N)C(C2=CC=C(C=C2)C#N)N3C=NC=N3. Drug 2: CN1C2=C(C=C(C=C2)N(CCCl)CCCl)N=C1CCCC(=O)O.Cl. Cell line: RPMI-8226. Synergy scores: CSS=1.05, Synergy_ZIP=-0.508, Synergy_Bliss=-7.04, Synergy_Loewe=3.15, Synergy_HSA=-7.55.